From a dataset of Catalyst prediction with 721,799 reactions and 888 catalyst types from USPTO. Predict which catalyst facilitates the given reaction. (1) Reactant: [C:1]1([OH:7])[CH:6]=[CH:5][CH:4]=[CH:3][CH:2]=1.[H-].[Na+].[Cl:10][C:11]1[CH:36]=[CH:35][CH:34]=[CH:33][C:12]=1[CH2:13][C:14]1[C:21](=[O:22])[N:17]2[CH2:18][CH2:19][CH2:20][N:16]2[C:15]=1[C:23]1[CH:28]=[CH:27][N:26]=[C:25](S(C)(=O)=O)[N:24]=1. Product: [Cl:10][C:11]1[CH:36]=[CH:35][CH:34]=[CH:33][C:12]=1[CH2:13][C:14]1[C:21](=[O:22])[N:17]2[CH2:18][CH2:19][CH2:20][N:16]2[C:15]=1[C:23]1[CH:28]=[CH:27][N:26]=[C:25]([O:7][C:1]2[CH:6]=[CH:5][CH:4]=[CH:3][CH:2]=2)[N:24]=1. The catalyst class is: 554. (2) Reactant: [Cl:1][C:2]1[N:3]=[N:4][C:5]([Cl:9])=[CH:6][C:7]=1Cl.C(=O)([O-])[O-].[K+].[K+].[C:16]([N:23]1[CH2:28][CH2:27][NH:26][CH2:25][CH2:24]1)([O:18][C:19]([CH3:22])([CH3:21])[CH3:20])=[O:17]. Product: [Cl:1][C:2]1[N:3]=[N:4][C:5]([Cl:9])=[CH:6][C:7]=1[N:26]1[CH2:25][CH2:24][N:23]([C:16]([O:18][C:19]([CH3:22])([CH3:21])[CH3:20])=[O:17])[CH2:28][CH2:27]1. The catalyst class is: 9. (3) Reactant: [CH3:1][O:2][C:3]1[CH:4]=[C:5]2[C:10](=[CH:11][CH:12]=1)[C:9](=[O:13])[N:8]([CH3:14])[C:7]([CH:15]1[CH2:20][CH2:19][CH2:18][NH:17][CH2:16]1)=[C:6]2[C:21]1[CH:26]=[CH:25][CH:24]=[CH:23][CH:22]=1.C(N(CC)C(C)C)(C)C.[C:36](Cl)(=[O:43])[C:37]1[CH:42]=[CH:41][CH:40]=[CH:39][CH:38]=1.C(=O)(O)[O-].[Na+]. Product: [C:36]([N:17]1[CH2:18][CH2:19][CH2:20][CH:15]([C:7]2[N:8]([CH3:14])[C:9](=[O:13])[C:10]3[C:5]([C:6]=2[C:21]2[CH:22]=[CH:23][CH:24]=[CH:25][CH:26]=2)=[CH:4][C:3]([O:2][CH3:1])=[CH:12][CH:11]=3)[CH2:16]1)(=[O:43])[C:37]1[CH:42]=[CH:41][CH:40]=[CH:39][CH:38]=1. The catalyst class is: 4. (4) Reactant: FC(F)(F)C(O)=O.[NH:8]1[CH2:12][CH2:11][CH:10]([S:13]([C:16]2[CH:21]=[CH:20][C:19]([OH:22])=[CH:18][CH:17]=2)(=[O:15])=[O:14])[CH2:9]1.[C:23]1([CH2:29][CH2:30][CH2:31][CH:32]=O)[CH:28]=[CH:27][CH:26]=[CH:25][CH:24]=1.C(N(CC)CC)C.C(O[BH-](OC(=O)C)OC(=O)C)(=O)C.[Na+].[ClH:55].CCOCC. Product: [ClH:55].[C:23]1([CH2:29][CH2:30][CH2:31][CH2:32][N:8]2[CH2:12][CH2:11][CH:10]([S:13]([C:16]3[CH:21]=[CH:20][C:19]([OH:22])=[CH:18][CH:17]=3)(=[O:15])=[O:14])[CH2:9]2)[CH:28]=[CH:27][CH:26]=[CH:25][CH:24]=1. The catalyst class is: 525. (5) Reactant: [Si:1]([O:18][CH2:19][C@@H:20]1[CH2:24][C@H:23](OS(C)(=O)=O)[CH2:22][N:21]1[C:30]([O:32][C:33]([CH3:36])([CH3:35])[CH3:34])=[O:31])([C:14]([CH3:17])([CH3:16])[CH3:15])([C:8]1[CH:13]=[CH:12][CH:11]=[CH:10][CH:9]=1)[C:2]1[CH:7]=[CH:6][CH:5]=[CH:4][CH:3]=1.[I:37][C:38]1[C:46]2[C:41](=[N:42][CH:43]=[N:44][C:45]=2[NH2:47])[NH:40][N:39]=1.C(=O)([O-])[O-].[K+].[K+].C(OCC)(=O)C. Product: [NH2:47][C:45]1[N:44]=[CH:43][N:42]=[C:41]2[N:40]([C@@H:23]3[CH2:22][N:21]([C:30]([O:32][C:33]([CH3:34])([CH3:36])[CH3:35])=[O:31])[C@H:20]([CH2:19][O:18][Si:1]([C:14]([CH3:16])([CH3:17])[CH3:15])([C:8]4[CH:9]=[CH:10][CH:11]=[CH:12][CH:13]=4)[C:2]4[CH:3]=[CH:4][CH:5]=[CH:6][CH:7]=4)[CH2:24]3)[N:39]=[C:38]([I:37])[C:46]=12. The catalyst class is: 18. (6) Reactant: [OH-].[Na+].[Cl:3][C:4]1[CH:9]=[CH:8][C:7]([C:10]2[C:11]([C:17]([O:19]C)=[O:18])=[CH:12][CH:13]=[CH:14][C:15]=2[F:16])=[CH:6][C:5]=1[C:21]([NH:23][CH2:24][C:25]12[CH2:34][CH:29]3[CH2:30][CH:31]([CH2:33][CH:27]([CH2:28]3)[CH2:26]1)[CH2:32]2)=[O:22]. Product: [Cl:3][C:4]1[CH:9]=[CH:8][C:7]([C:10]2[C:11]([C:17]([OH:19])=[O:18])=[CH:12][CH:13]=[CH:14][C:15]=2[F:16])=[CH:6][C:5]=1[C:21]([NH:23][CH2:24][C:25]12[CH2:32][CH:31]3[CH2:30][CH:29]([CH2:28][CH:27]([CH2:33]3)[CH2:26]1)[CH2:34]2)=[O:22]. The catalyst class is: 132. (7) Reactant: [NH:1]1[C:5]2=[N:6][C:7]([C:10]([O:12][CH2:13][CH3:14])=[O:11])=[CH:8][CH:9]=[C:4]2[CH:3]=[C:2]1[C:15]([O:17]CC)=O.C(=O)([O-])[O-].[K+].[K+].Br[CH2:27][CH2:28][CH2:29][N:30]1[Si](C)(C)CC[Si]1(C)C.CCCC[N+](CCCC)(CCCC)CCCC.[F-].C1COCC1. Product: [O:17]=[C:15]1[NH:30][CH2:29][CH2:28][CH2:27][N:1]2[C:5]3[N:6]=[C:7]([C:10]([O:12][CH2:13][CH3:14])=[O:11])[CH:8]=[CH:9][C:4]=3[CH:3]=[C:2]12. The catalyst class is: 37. (8) Reactant: [NH2:1][CH2:2][CH2:3][CH2:4][C:5]([C@@H:22]1[CH2:27][CH2:26][CH2:25][N:24]([C:28]([O:30][C:31]([CH3:34])([CH3:33])[CH3:32])=[O:29])[CH2:23]1)([C:7]1[CH:12]=[CH:11][CH:10]=[C:9]([Cl:13])[C:8]=1[C:14]1[CH:19]=[CH:18][CH:17]=[C:16]([CH2:20][CH3:21])[CH:15]=1)[OH:6].CCN(CC)CC.[C:42](OC(=O)C)(=[O:44])[CH3:43]. Product: [C:42]([NH:1][CH2:2][CH2:3][CH2:4][C:5]([C@@H:22]1[CH2:27][CH2:26][CH2:25][N:24]([C:28]([O:30][C:31]([CH3:33])([CH3:32])[CH3:34])=[O:29])[CH2:23]1)([C:7]1[CH:12]=[CH:11][CH:10]=[C:9]([Cl:13])[C:8]=1[C:14]1[CH:19]=[CH:18][CH:17]=[C:16]([CH2:20][CH3:21])[CH:15]=1)[OH:6])(=[O:44])[CH3:43]. The catalyst class is: 2. (9) Reactant: [CH3:1][C:2]1[CH:28]=[CH:27][C:5]([C:6]([N:8]=[C:9]2[N:13]([CH:14]([CH2:20][CH3:21])[C:15]([O:17]CC)=[O:16])[C:12]3[CH:22]=[CH:23][C:24]([CH3:26])=[CH:25][C:11]=3[S:10]2)=[O:7])=[CH:4][CH:3]=1.O1CCCC1.[OH-].[Na+]. Product: [CH3:26][C:24]1[CH:23]=[CH:22][C:12]2[N:13]([CH:14]([CH2:20][CH3:21])[C:15]([OH:17])=[O:16])[C:9](=[N:8][C:6](=[O:7])[C:5]3[CH:4]=[CH:3][C:2]([CH3:1])=[CH:28][CH:27]=3)[S:10][C:11]=2[CH:25]=1. The catalyst class is: 5.